This data is from Full USPTO retrosynthesis dataset with 1.9M reactions from patents (1976-2016). The task is: Predict the reactants needed to synthesize the given product. The reactants are: Br[C:2]1[C:7]([C:8]#[N:9])=[CH:6][N:5]=[CH:4][CH:3]=1.B([C:13]1[CH:21]=[CH:20][C:16]([C:17]([OH:19])=[O:18])=[CH:15][CH:14]=1)(O)O. Given the product [C:8]([C:7]1[CH:6]=[N:5][CH:4]=[CH:3][C:2]=1[C:13]1[CH:21]=[CH:20][C:16]([C:17]([OH:19])=[O:18])=[CH:15][CH:14]=1)#[N:9], predict the reactants needed to synthesize it.